From a dataset of Catalyst prediction with 721,799 reactions and 888 catalyst types from USPTO. Predict which catalyst facilitates the given reaction. Reactant: [CH3:1][O:2][C:3]1[CH:8]=[CH:7][C:6]([N+:9]([O-:11])=[O:10])=[CH:5][C:4]=1[OH:12].[Si:13](Cl)([C:16]([CH3:19])([CH3:18])[CH3:17])([CH3:15])[CH3:14].C(N(C(C)C)C(C)C)C.O. Product: [C:16]([Si:13]([O:12][C:4]1[CH:5]=[C:6]([N+:9]([O-:11])=[O:10])[CH:7]=[CH:8][C:3]=1[O:2][CH3:1])([CH3:15])[CH3:14])([CH3:19])([CH3:18])[CH3:17]. The catalyst class is: 3.